From a dataset of Tyrosyl-DNA phosphodiesterase HTS with 341,365 compounds. Binary Classification. Given a drug SMILES string, predict its activity (active/inactive) in a high-throughput screening assay against a specified biological target. (1) The compound is O=C(NC1CC1)Cc1c(OC)cccc1. The result is 0 (inactive). (2) The compound is O=C1N(C(C2C1(CCC=C2)C)c1c(OC)ccc(c1)c1ccc(N(C)C)cc1)Cc1ccccc1. The result is 0 (inactive).